Dataset: Full USPTO retrosynthesis dataset with 1.9M reactions from patents (1976-2016). Task: Predict the reactants needed to synthesize the given product. Given the product [CH2:1]([NH:8][CH2:16][CH2:17][N:18]1[C:27]2[C:22]([C:23](=[O:29])[NH:24][C:25](=[O:28])[N:26]=2)=[N:21][C:20]2[CH:30]=[C:31]([CH3:40])[C:32]([O:34][CH:35]3[CH2:39][CH2:38][CH2:37][CH2:36]3)=[CH:33][C:19]1=2)[C:2]1[CH:7]=[CH:6][CH:5]=[CH:4][CH:3]=1, predict the reactants needed to synthesize it. The reactants are: [CH2:1]([N:8]([CH2:16][CH2:17][N:18]1[C:27]2[C:22]([C:23](=[O:29])[NH:24][C:25](=[O:28])[N:26]=2)=[N:21][C:20]2[CH:30]=[C:31]([CH3:40])[C:32]([O:34][CH:35]3[CH2:39][CH2:38][CH2:37][CH2:36]3)=[CH:33][C:19]1=2)C(=O)OC(C)(C)C)[C:2]1[CH:7]=[CH:6][CH:5]=[CH:4][CH:3]=1.Cl.CCOCC.